This data is from Forward reaction prediction with 1.9M reactions from USPTO patents (1976-2016). The task is: Predict the product of the given reaction. Given the reactants [C:1]([O:5][C:6](=[O:30])[CH2:7][O:8][C:9]1[CH:14]=[CH:13][C:12]([Cl:15])=[CH:11][C:10]=1[C:16]#[C:17][C:18]1[CH:23]=[CH:22][CH:21]=[C:20](S(CCC)(=O)=O)[CH:19]=1)([CH3:4])([CH3:3])[CH3:2].C(OC(=O)COC1C=CC(Cl)=CC=1C#C)(C)(C)C.Br[C:50]1[CH:51]=[N:52]C=CC=1CCC, predict the reaction product. The product is: [C:1]([O:5][C:6](=[O:30])[CH2:7][O:8][C:9]1[CH:14]=[CH:13][C:12]([Cl:15])=[CH:11][C:10]=1[C:16]#[C:17][C:18]1[CH:19]=[N:52][CH:51]=[CH:50][C:23]=1[CH2:22][CH2:21][CH3:20])([CH3:2])([CH3:3])[CH3:4].